Predict the reactants needed to synthesize the given product. From a dataset of Full USPTO retrosynthesis dataset with 1.9M reactions from patents (1976-2016). (1) The reactants are: [Br:1][C:2]1[CH:6]=[CH:5][S:4][C:3]=1[C:7](=O)[CH3:8].[C:10]1([C:16](=[N:23][NH2:24])[C:17]2[CH:22]=[CH:21][CH:20]=[CH:19][CH:18]=2)[CH:15]=[CH:14][CH:13]=[CH:12][CH:11]=1. Given the product [Br:1][C:2]1[CH:6]=[CH:5][S:4][C:3]=1/[C:7](=[N:24]/[N:23]=[C:16]([C:10]1[CH:15]=[CH:14][CH:13]=[CH:12][CH:11]=1)[C:17]1[CH:22]=[CH:21][CH:20]=[CH:19][CH:18]=1)/[CH3:8], predict the reactants needed to synthesize it. (2) Given the product [C:2]1([CH2:1][CH2:8][C:9](=[O:11])[CH3:10])[CH:7]=[CH:6][CH:5]=[CH:4][CH:3]=1, predict the reactants needed to synthesize it. The reactants are: [CH:1](=[CH:8][C:9](=[O:11])[CH3:10])[C:2]1[CH:7]=[CH:6][CH:5]=[CH:4][CH:3]=1.[H][H]. (3) Given the product [CH:30]1([C:29]2[C:17]([O:16][CH2:15][CH:13]3[CH2:12][N:11]([S:7]([C:1]4[CH:6]=[CH:5][CH:4]=[CH:3][CH:2]=4)(=[O:9])=[O:8])[CH2:14]3)=[CH:18][C:19]([F:33])=[C:20]([CH:28]=2)[C:21]([O:23][C:24]([CH3:26])([CH3:27])[CH3:25])=[O:22])[CH2:31][CH2:32]1, predict the reactants needed to synthesize it. The reactants are: [C:1]1([S:7](Cl)(=[O:9])=[O:8])[CH:6]=[CH:5][CH:4]=[CH:3][CH:2]=1.[NH:11]1[CH2:14][CH:13]([CH2:15][O:16][C:17]2[C:29]([CH:30]3[CH2:32][CH2:31]3)=[CH:28][C:20]([C:21]([O:23][C:24]([CH3:27])([CH3:26])[CH3:25])=[O:22])=[C:19]([F:33])[CH:18]=2)[CH2:12]1.C(N(CC)CC)C. (4) The reactants are: [CH3:1][O:2][C:3]1[CH:4]=[C:5]([CH:26]=[CH:27][C:28]=1[O:29][CH2:30][C:31]1[N:32]=[C:33]([C:37]2[CH:42]=[CH:41][CH:40]=[CH:39][CH:38]=2)[O:34][C:35]=1[CH3:36])[CH2:6][O:7][C:8]1[CH:12]=[C:11](/[CH:13]=[CH:14]/[C:15]([O:17]CC)=[O:16])[N:10]([C:20]2[CH:25]=[CH:24][CH:23]=[CH:22][CH:21]=2)[N:9]=1.[OH-].[Na+].O1CCCC1.Cl. Given the product [CH3:1][O:2][C:3]1[CH:4]=[C:5]([CH:26]=[CH:27][C:28]=1[O:29][CH2:30][C:31]1[N:32]=[C:33]([C:37]2[CH:42]=[CH:41][CH:40]=[CH:39][CH:38]=2)[O:34][C:35]=1[CH3:36])[CH2:6][O:7][C:8]1[CH:12]=[C:11](/[CH:13]=[CH:14]/[C:15]([OH:17])=[O:16])[N:10]([C:20]2[CH:21]=[CH:22][CH:23]=[CH:24][CH:25]=2)[N:9]=1, predict the reactants needed to synthesize it. (5) Given the product [Br:1][CH2:2][CH2:3][O:4][C:5]1[C:6]([O:13][CH3:14])=[CH:7][C:8]([CH:9]=[O:10])=[C:11]([N+:15]([O-:17])=[O:16])[CH:12]=1, predict the reactants needed to synthesize it. The reactants are: [Br:1][CH2:2][CH2:3][O:4][C:5]1[CH:12]=[CH:11][C:8]([CH:9]=[O:10])=[CH:7][C:6]=1[O:13][CH3:14].[N+:15]([O-])([OH:17])=[O:16]. (6) Given the product [CH2:14]([O:13][C:12]1[C:11](=[O:21])[N:10]=[C:9]([CH2:22][C:23]2([C:61]3[CH:60]=[CH:59][C:63]4[C:62](=[CH:67][CH:66]=[CH:65][CH:64]=4)[CH:57]=3)[CH2:27][CH2:26][CH2:25][CH2:24]2)[N:8]2[CH2:2][CH2:3][N:4]([CH:38]([CH3:40])[CH3:39])[C:5](=[O:6])[C:7]=12)[C:15]1[CH:20]=[CH:19][CH:18]=[CH:17][CH:16]=1, predict the reactants needed to synthesize it. The reactants are: O[CH2:2][CH2:3][N:4]([CH:38]([CH3:40])[CH3:39])[C:5]([C:7]1[C:12]([O:13][CH2:14][C:15]2[CH:20]=[CH:19][CH:18]=[CH:17][CH:16]=2)=[C:11]([OH:21])[N:10]=[C:9]([CH2:22][C:23]2(C3C=CC4C(=CC=CC=4)C=3)[CH2:27][CH2:26][CH2:25][CH2:24]2)[N:8]=1)=[O:6].C(OC1C(=O)N=C(C[C:57]2([C:62]3[CH:67]=[C:66](Cl)[CH:65]=[CH:64][C:63]=3Cl)[CH2:61][CH2:60][CH2:59]C2)N2CCN(C(C)C)C(=O)C=12)C1C=CC=CC=1. (7) Given the product [CH2:24]([N:23]([CH2:31][C:32]1[CH:33]=[CH:34][CH:35]=[CH:36][CH:37]=1)[C@@H:15]([CH2:16][C:17]1[CH:22]=[CH:21][CH:20]=[CH:19][CH:18]=1)[C@@H:14]([CH:13]([NH:12][C:7](=[O:10])[CH:8]=[CH2:9])[CH2:39][CH2:40][CH:41]=[CH2:42])[OH:38])[C:25]1[CH:26]=[CH:27][CH:28]=[CH:29][CH:30]=1, predict the reactants needed to synthesize it. The reactants are: C(=O)([O-])[O-].[Na+].[Na+].[C:7](Cl)(=[O:10])[CH:8]=[CH2:9].[NH2:12][CH:13]([CH2:39][CH2:40][CH:41]=[CH2:42])[C@@H:14]([OH:38])[C@@H:15]([N:23]([CH2:31][C:32]1[CH:37]=[CH:36][CH:35]=[CH:34][CH:33]=1)[CH2:24][C:25]1[CH:30]=[CH:29][CH:28]=[CH:27][CH:26]=1)[CH2:16][C:17]1[CH:22]=[CH:21][CH:20]=[CH:19][CH:18]=1.